From a dataset of Full USPTO retrosynthesis dataset with 1.9M reactions from patents (1976-2016). Predict the reactants needed to synthesize the given product. (1) Given the product [CH:1]1([N:6]2[C:14]3[C:9](=[CH:10][C:11]([F:16])=[C:12]([CH3:15])[CH:13]=3)[C:8]([C:17]([Cl:38])=[O:18])=[C:7]2[C:20]2[CH:25]=[CH:24][C:23]([S:26](=[O:35])(=[O:34])[NH:27][C@@H:28]([CH3:33])[C:29]([F:32])([F:31])[F:30])=[CH:22][N:21]=2)[CH2:5][CH2:4][CH2:3][CH2:2]1, predict the reactants needed to synthesize it. The reactants are: [CH:1]1([N:6]2[C:14]3[C:9](=[CH:10][C:11]([F:16])=[C:12]([CH3:15])[CH:13]=3)[C:8]([C:17](O)=[O:18])=[C:7]2[C:20]2[CH:25]=[CH:24][C:23]([S:26](=[O:35])(=[O:34])[NH:27][C@@H:28]([CH3:33])[C:29]([F:32])([F:31])[F:30])=[CH:22][N:21]=2)[CH2:5][CH2:4][CH2:3][CH2:2]1.O=S(Cl)[Cl:38]. (2) Given the product [Cl:1][C:2]1[CH:3]=[C:4]2[C:8](=[CH:9][CH:10]=1)[N:7]([C:11]1[N:15]([CH3:16])[N:14]=[C:13]([CH3:17])[C:12]=1/[CH:18]=[C:24]1/[C:23](=[O:25])[NH:22][C:21](=[O:26])[S:20]/1)[CH:6]=[CH:5]2, predict the reactants needed to synthesize it. The reactants are: [Cl:1][C:2]1[CH:3]=[C:4]2[C:8](=[CH:9][CH:10]=1)[N:7]([C:11]1[N:15]([CH3:16])[N:14]=[C:13]([CH3:17])[C:12]=1[CH:18]=O)[CH:6]=[CH:5]2.[S:20]1[CH2:24][C:23](=[O:25])[NH:22][C:21]1=[O:26].N1CCCCC1.Cl. (3) The reactants are: [CH2:1]([O:4][C:5]1[CH:12]=[CH:11][CH:10]=[CH:9][C:6]=1[CH:7]=O)[CH2:2][CH3:3].[NH2:13][C:14]1[CH:18]=[CH:17][NH:16][N:15]=1.O=[C:20]([CH2:27][CH2:28][CH3:29])[CH2:21][C:22]([O:24][CH2:25][CH3:26])=[O:23]. Given the product [CH2:1]([O:4][C:5]1[CH:12]=[CH:11][CH:10]=[CH:9][C:6]=1[CH:7]1[C:21]([C:22]([O:24][CH2:25][CH3:26])=[O:23])=[C:20]([CH2:27][CH2:28][CH3:29])[NH:13][C:14]2=[N:15][NH:16][CH:17]=[C:18]12)[CH2:2][CH3:3], predict the reactants needed to synthesize it. (4) Given the product [Cl:17][C:15]1[CH:14]=[CH:13][C:3]([O:4][CH2:5][C:6]([O:8][C:9]([CH3:12])([CH3:11])[CH3:10])=[O:7])=[C:2]([C:26]2[CH:25]=[CH:24][CH:23]=[C:22]3[C:27]=2[N:18]=[CH:19][CH:20]=[CH:21]3)[CH:16]=1, predict the reactants needed to synthesize it. The reactants are: Br[C:2]1[CH:16]=[C:15]([Cl:17])[CH:14]=[CH:13][C:3]=1[O:4][CH2:5][C:6]([O:8][C:9]([CH3:12])([CH3:11])[CH3:10])=[O:7].[N:18]1[C:27]2[C:22](=[CH:23][CH:24]=[CH:25][C:26]=2B(O)O)[CH:21]=[CH:20][CH:19]=1.